From a dataset of Full USPTO retrosynthesis dataset with 1.9M reactions from patents (1976-2016). Predict the reactants needed to synthesize the given product. (1) The reactants are: [H-].[Na+].[F:3][C:4]([F:21])([F:20])[C:5]1[CH:6]=[C:7]2[C:11](=[CH:12][CH:13]=1)[C:10](=[O:14])[N:9]([CH2:15][CH:16]([CH3:18])[CH3:17])[CH:8]2O.[F:22][C:23]([F:40])([F:39])[C:24]1[CH:32]=[C:31]2[C:27]([CH:28](O)[N:29]([CH2:34][CH:35]([CH3:37])[CH3:36])[C:30]2=[O:33])=[CH:26][CH:25]=1.O.C[O:43][CH2:44][CH2:45]OC. Given the product [F:3][C:4]([F:21])([F:20])[C:5]1[CH:6]=[C:7]2[C:11]([C:10](=[O:14])[N:9]([CH2:15][CH:16]([CH3:18])[CH3:17])[CH:8]2[CH2:45][C:44]([O:33][CH2:30][CH3:31])=[O:43])=[CH:12][CH:13]=1.[F:22][C:23]([F:40])([F:39])[C:24]1[CH:32]=[C:31]2[C:27](=[CH:26][CH:25]=1)[CH:28]([CH2:45][C:44]([O:14][CH2:10][CH3:11])=[O:43])[N:29]([CH2:34][CH:35]([CH3:37])[CH3:36])[C:30]2=[O:33], predict the reactants needed to synthesize it. (2) Given the product [CH3:11][O:12][C:13]1[CH:20]=[CH:19][C:16]([CH2:17][N:1]([CH2:28][C:23]2[CH:25]=[CH:39][C:38]([O:37][CH3:34])=[CH:21][CH:22]=2)[C:2]2[CH:7]=[C:6]([CH3:8])[CH:5]=[CH:4][N:3]=2)=[CH:15][CH:14]=1, predict the reactants needed to synthesize it. The reactants are: [NH2:1][C:2]1[CH:7]=[C:6]([CH3:8])[CH:5]=[CH:4][N:3]=1.[H-].[Na+].[CH3:11][O:12][C:13]1[CH:20]=[CH:19][C:16]([CH2:17]Cl)=[CH:15][CH:14]=1.[C:21](O)(=O)[CH2:22][C:23]([CH2:28]C(O)=O)([C:25](O)=O)O.[C:34]([O:37][CH2:38][CH3:39])(=O)C. (3) Given the product [CH2:4]1[C:12]2[C:7](=[CH:8][C:9]([C:13]([OH:15])=[O:17])=[CH:10][CH:11]=2)[CH2:6][CH2:5]1, predict the reactants needed to synthesize it. The reactants are: Cl[O-].[Na+].[CH2:4]1[C:12]2[C:7](=[CH:8][C:9]([C:13](=[O:15])C)=[CH:10][CH:11]=2)[CH2:6][CH2:5]1.S(=O)(O)[O-:17].[Na+].Cl. (4) Given the product [C:9]([O:13][C:14]([NH:16][C@@H:17]([CH2:21][CH3:22])[C:18]([O:1][N:2]1[C:6](=[O:7])[CH2:5][CH2:4][C:3]1=[O:8])=[O:19])=[O:15])([CH3:12])([CH3:11])[CH3:10], predict the reactants needed to synthesize it. The reactants are: [OH:1][N:2]1[C:6](=[O:7])[CH2:5][CH2:4][C:3]1=[O:8].[C:9]([O:13][C:14]([NH:16][C@@H:17]([CH2:21][CH3:22])[C:18](O)=[O:19])=[O:15])([CH3:12])([CH3:11])[CH3:10].C1CCC(N=C=NC2CCCCC2)CC1. (5) The reactants are: [Cl:1][C:2]1[CH:18]=[C:17]([Cl:19])[CH:16]=[CH:15][C:3]=1[CH2:4][N:5]1[C:9]([C:10]([O:12][CH3:13])=[O:11])=[CH:8][C:7]([OH:14])=[N:6]1.C(=O)([O-])[O-].[K+].[K+].CN(C)C=O.[CH3:31][O:32][CH2:33]Cl. Given the product [Cl:1][C:2]1[CH:18]=[C:17]([Cl:19])[CH:16]=[CH:15][C:3]=1[CH2:4][N:5]1[C:9]([C:10]([O:12][CH3:13])=[O:11])=[CH:8][C:7]([O:14][CH2:31][O:32][CH3:33])=[N:6]1, predict the reactants needed to synthesize it. (6) Given the product [CH3:1][NH:2][C:3]([CH:5]1[CH2:10][NH:9][CH2:8][CH2:7][N:6]1[C:21]([O:23][C:24]([CH3:27])([CH3:26])[CH3:25])=[O:22])=[O:4], predict the reactants needed to synthesize it. The reactants are: [CH3:1][NH:2][C:3]([CH:5]1[CH2:10][N:9](C(OCC2C=CC=CC=2)=O)[CH2:8][CH2:7][N:6]1[C:21]([O:23][C:24]([CH3:27])([CH3:26])[CH3:25])=[O:22])=[O:4]. (7) Given the product [CH3:21][C:2]1[CH:7]=[CH:6][C:5]([C:14]2[CH:13]=[N:12][CH:17]=[CH:16][CH:15]=2)=[C:4]([N+:9]([O-:11])=[O:10])[CH:3]=1, predict the reactants needed to synthesize it. The reactants are: Br[C:2]1[CH:7]=[CH:6][C:5](O)=[C:4]([N+:9]([O-:11])=[O:10])[CH:3]=1.[N:12]1[CH:17]=[CH:16][CH:15]=[C:14](B(O)O)[CH:13]=1.[C:21](=O)([O-])[O-].[K+].[K+]. (8) Given the product [C:27]1([CH3:37])[CH:32]=[CH:31][CH:30]=[CH:29][C:28]=1[NH:33][C:34]([NH:36][C:38]([NH:24][CH2:23][CH2:22][CH2:21][C:17]1[CH:18]=[CH:19][CH:20]=[C:15]([C:12]2[N:13]=[CH:14][N:10]([C:7]3[CH:6]=[CH:5][C:4]([O:3][C:2]([F:1])([F:25])[F:26])=[CH:9][CH:8]=3)[N:11]=2)[CH:16]=1)=[O:40])=[S:35], predict the reactants needed to synthesize it. The reactants are: [F:1][C:2]([F:26])([F:25])[O:3][C:4]1[CH:9]=[CH:8][C:7]([N:10]2[CH:14]=[N:13][C:12]([C:15]3[CH:16]=[C:17]([CH2:21][CH2:22][CH2:23][NH2:24])[CH:18]=[CH:19][CH:20]=3)=[N:11]2)=[CH:6][CH:5]=1.[C:27]1([CH3:37])[CH:32]=[CH:31][CH:30]=[CH:29][C:28]=1[NH:33][C:34]([NH2:36])=[S:35].[C:38]([O-])(=[O:40])C.[Na+].